Dataset: Full USPTO retrosynthesis dataset with 1.9M reactions from patents (1976-2016). Task: Predict the reactants needed to synthesize the given product. (1) Given the product [Cl:28][C:29]1[C:30]([CH2:35][NH:36][C:11]([C@H:8]2[CH2:7][CH2:6][C@H:5]([C:3]([O:2][CH3:1])=[O:4])[CH2:10][CH2:9]2)=[O:13])=[N:31][CH:32]=[CH:33][N:34]=1, predict the reactants needed to synthesize it. The reactants are: [CH3:1][O:2][C:3]([CH:5]1[CH2:10][CH2:9][CH:8]([C:11]([OH:13])=O)[CH2:7][CH2:6]1)=[O:4].C1N=CN(C(N2C=NC=C2)=O)C=1.Cl.Cl.[Cl:28][C:29]1[C:30]([CH2:35][NH2:36])=[N:31][CH:32]=[CH:33][N:34]=1.CCN(C(C)C)C(C)C. (2) Given the product [Cl:1][C:2]1[CH:7]=[C:6]([C:8]([Cl:11])([CH3:10])[CH3:9])[N:5]=[CH:4][N:3]=1, predict the reactants needed to synthesize it. The reactants are: [Cl:1][C:2]1[CH:7]=[C:6]([CH:8]([CH3:10])[CH3:9])[N:5]=[CH:4][N:3]=1.[Cl:11]N1C(=O)CCC1=O.C1(C(OOC(=O)C2C=CC=CC=2)=O)C=CC=CC=1. (3) Given the product [C:20]([NH:1][C:2]1[N:6]([CH2:7][C:8]([O:10][CH2:11][CH3:12])=[O:9])[N:5]=[C:4]([C:13]2[CH:14]=[CH:15][C:16]([F:19])=[CH:17][CH:18]=2)[CH:3]=1)(=[O:22])[CH3:21], predict the reactants needed to synthesize it. The reactants are: [NH2:1][C:2]1[N:6]([CH2:7][C:8]([O:10][CH2:11][CH3:12])=[O:9])[N:5]=[C:4]([C:13]2[CH:18]=[CH:17][C:16]([F:19])=[CH:15][CH:14]=2)[CH:3]=1.[C:20](OC(=O)C)(=[O:22])[CH3:21].C(O)C. (4) Given the product [Cl:1][C:2]1[CH:3]=[C:4]([C:9]2([C:25]([F:28])([F:27])[F:26])[O:13][N:12]=[C:11]([C:14]3[CH:15]=[C:16]4[C:21](=[CH:22][CH:23]=3)[CH:20]([NH2:33])[CH2:19][CH2:18][CH2:17]4)[CH2:10]2)[CH:5]=[C:6]([Cl:8])[CH:7]=1, predict the reactants needed to synthesize it. The reactants are: [Cl:1][C:2]1[CH:3]=[C:4]([C:9]2([C:25]([F:28])([F:27])[F:26])[O:13][N:12]=[C:11]([C:14]3[CH:15]=[C:16]4[C:21](=[CH:22][CH:23]=3)[C:20](=O)[CH2:19][CH2:18][CH2:17]4)[CH2:10]2)[CH:5]=[C:6]([Cl:8])[CH:7]=1.C([O-])(=O)C.[NH4+:33]. (5) Given the product [Br:16][CH2:2][C:1]([C:4]1([CH2:14][CH3:15])[CH2:12][C:11]2[C:6](=[CH:7][CH:8]=[C:9]([F:13])[CH:10]=2)[CH2:5]1)=[O:3], predict the reactants needed to synthesize it. The reactants are: [C:1]([C:4]1([CH2:14][CH3:15])[CH2:12][C:11]2[C:6](=[CH:7][CH:8]=[C:9]([F:13])[CH:10]=2)[CH2:5]1)(=[O:3])[CH3:2].[Br:16]Br. (6) Given the product [CH3:16][N:13]1[C:6]2=[CH:7][CH:8]=[C:9]3[C:4]([N:3]=[C:2]([Cl:1])[N:11]=[C:10]3[N:17]3[CH2:22][CH2:21][O:20][CH2:19][CH2:18]3)=[C:5]2[CH:15]=[CH:14]1, predict the reactants needed to synthesize it. The reactants are: [Cl:1][C:2]1[N:11]=[C:10](Cl)[C:9]2[C:4](=[C:5]3[CH:15]=[CH:14][N:13]([CH3:16])[C:6]3=[CH:7][CH:8]=2)[N:3]=1.[NH:17]1[CH2:22][CH2:21][O:20][CH2:19][CH2:18]1.C(N(CC)CC)C.